This data is from Full USPTO retrosynthesis dataset with 1.9M reactions from patents (1976-2016). The task is: Predict the reactants needed to synthesize the given product. (1) Given the product [N:31]1[C:40]2[C:35](=[CH:36][CH:37]=[N:38][C:39]=2[NH:41][C:17]([CH:14]2[CH2:15][CH2:16][N:11]([C:2]3[CH:3]=[CH:4][C:5]4[C:10](=[CH:9][CH:8]=[CH:7][CH:6]=4)[CH:1]=3)[CH2:12][CH2:13]2)=[O:19])[CH:34]=[CH:33][CH:32]=1, predict the reactants needed to synthesize it. The reactants are: [CH:1]1[C:10]2[C:5](=[CH:6][CH:7]=[CH:8][CH:9]=2)[CH:4]=[CH:3][C:2]=1[N:11]1[CH2:16][CH2:15][CH:14]([C:17]([OH:19])=O)[CH2:13][CH2:12]1.BrC1C=CC2C(=CC=CC=2)C=1.[N:31]1[C:40]2[C:35](=[CH:36][CH:37]=[N:38][C:39]=2[NH2:41])[CH:34]=[CH:33][CH:32]=1. (2) Given the product [CH3:1][N:2]1[CH2:6][CH2:5][CH2:4][CH:3]1[CH2:7][O:8][C:9]1[CH:10]=[C:11]2[C:16](=[CH:17][CH:18]=1)[CH:15]=[C:14]([C:19]1[C:27]3[C:22](=[CH:23][CH:24]=[C:25]([C:28]([NH2:29])=[O:36])[CH:26]=3)[NH:21][N:20]=1)[CH:13]=[CH:12]2, predict the reactants needed to synthesize it. The reactants are: [CH3:1][N:2]1[CH2:6][CH2:5][CH2:4][CH:3]1[CH2:7][O:8][C:9]1[CH:10]=[C:11]2[C:16](=[CH:17][CH:18]=1)[CH:15]=[C:14]([C:19]1[C:27]3[C:22](=[CH:23][CH:24]=[C:25]([C:28]#[N:29])[CH:26]=3)[N:21](C3CCCCO3)[N:20]=1)[CH:13]=[CH:12]2.[OH-:36].[K+]. (3) Given the product [CH:24]([C:26]1[C:34]([OH:35])=[CH:33][CH:32]=[C:31]2[C:27]=1[CH:28]=[N:29][NH:30]2)([CH3:1])[CH3:25], predict the reactants needed to synthesize it. The reactants are: [C:1](C=P(CCCC)(CCCC)CCCC)#N.C1(C)C=CC=CC=1.[CH2:24]([C:26]1[C:34]([OH:35])=[CH:33][CH:32]=[C:31]2[C:27]=1[CH:28]=[N:29][NH:30]2)[CH3:25]. (4) Given the product [CH2:10]([O:17][C:18]1[CH:23]=[CH:22][C:21]([C:24]2[N:28]([CH:29]3[CH2:34][CH2:33][CH2:32][CH:31]=[CH:30]3)[C:27]3[CH:35]=[C:5]([C:4]([O:8][CH3:9])=[O:7])[S:6][C:26]=3[N:25]=2)=[C:20]([F:38])[CH:19]=1)[C:11]1[CH:12]=[CH:13][CH:14]=[CH:15][CH:16]=1, predict the reactants needed to synthesize it. The reactants are: C[O-].[Na+].[C:4]([O:8][CH3:9])(=[O:7])[CH2:5][SH:6].[CH2:10]([O:17][C:18]1[CH:23]=[CH:22][C:21]([C:24]2[N:28]([CH:29]3[CH2:34][CH2:33][CH2:32][CH:31]=[CH:30]3)[C:27]([CH:35]=O)=[C:26](Cl)[N:25]=2)=[C:20]([F:38])[CH:19]=1)[C:11]1[CH:16]=[CH:15][CH:14]=[CH:13][CH:12]=1.C(=O)([O-])O.[Na+].